Dataset: CYP1A2 inhibition data for predicting drug metabolism from PubChem BioAssay. Task: Regression/Classification. Given a drug SMILES string, predict its absorption, distribution, metabolism, or excretion properties. Task type varies by dataset: regression for continuous measurements (e.g., permeability, clearance, half-life) or binary classification for categorical outcomes (e.g., BBB penetration, CYP inhibition). Dataset: cyp1a2_veith. The molecule is CC1=C(C(=O)O)N2C(=O)C(NC(=O)c3ccn(C)n3)C2SC1. The result is 0 (non-inhibitor).